This data is from Forward reaction prediction with 1.9M reactions from USPTO patents (1976-2016). The task is: Predict the product of the given reaction. (1) Given the reactants [C:1]([C:4]1[CH:9]=[CH:8][C:7](B(O)O)=[CH:6][C:5]=1[F:13])(=[O:3])[CH3:2].Br[C:15]1[CH:20]=[CH:19][CH:18]=[CH:17][C:16]=1[S:21]([N:24]1[CH2:28][CH2:27][CH2:26][CH2:25]1)(=[O:23])=[O:22], predict the reaction product. The product is: [F:13][C:5]1[CH:6]=[C:7]([C:15]2[CH:20]=[CH:19][CH:18]=[CH:17][C:16]=2[S:21]([N:24]2[CH2:28][CH2:27][CH2:26][CH2:25]2)(=[O:23])=[O:22])[CH:8]=[CH:9][C:4]=1[C:1](=[O:3])[CH3:2]. (2) Given the reactants CC1(C)C(C)(C)OB([C:9]2[CH:18]=[CH:17][C:12]([C:13]([O:15][CH3:16])=[O:14])=[CH:11][CH:10]=2)O1.I[C:21]1[CH:22]=[C:23]2[C:28](=[CH:29][CH:30]=1)[O:27][C@@H:26]([CH2:31][NH:32][C:33](=[O:39])[O:34][C:35]([CH3:38])([CH3:37])[CH3:36])[CH2:25][CH2:24]2, predict the reaction product. The product is: [C:35]([O:34][C:33]([NH:32][CH2:31][C@H:26]1[CH2:25][CH2:24][C:23]2[C:28](=[CH:29][CH:30]=[C:21]([C:9]3[CH:10]=[CH:11][C:12]([C:13]([O:15][CH3:16])=[O:14])=[CH:17][CH:18]=3)[CH:22]=2)[O:27]1)=[O:39])([CH3:38])([CH3:36])[CH3:37]. (3) The product is: [Br:1][C:2]1[N:3]=[CH:4][C:5]([C:6]([N:28]2[CH2:29][CH2:30][N:25]([C:16]3[C:15]([CH:12]4[CH2:14][CH2:13]4)=[CH:20][C:19]([C:21]([F:24])([F:22])[F:23])=[CH:18][N:17]=3)[CH2:26][CH2:27]2)=[O:8])=[CH:9][CH:10]=1. Given the reactants [Br:1][C:2]1[CH:10]=[CH:9][C:5]([C:6]([OH:8])=O)=[CH:4][N:3]=1.Cl.[CH:12]1([C:15]2[C:16]([N:25]3[CH2:30][CH2:29][NH:28][CH2:27][CH2:26]3)=[N:17][CH:18]=[C:19]([C:21]([F:24])([F:23])[F:22])[CH:20]=2)[CH2:14][CH2:13]1, predict the reaction product. (4) Given the reactants Cl[C:2]1[C:12]([C:13]#[N:14])=[CH:11][C:5]([C:6]([O:8][CH2:9][CH3:10])=[O:7])=[C:4]([C:15]([F:21])([F:20])[C:16]([F:19])([F:18])[F:17])[N:3]=1.[CH2:22]([S:29]([NH:32][C:33]([CH:35]1[CH2:40][CH2:39][NH:38][CH2:37][CH2:36]1)=[O:34])(=[O:31])=[O:30])[C:23]1[CH:28]=[CH:27][CH:26]=[CH:25][CH:24]=1.CCN(C(C)C)C(C)C.C([O-])(O)=O.[Na+], predict the reaction product. The product is: [CH2:22]([S:29]([NH:32][C:33]([CH:35]1[CH2:40][CH2:39][N:38]([C:2]2[C:12]([C:13]#[N:14])=[CH:11][C:5]([C:6]([O:8][CH2:9][CH3:10])=[O:7])=[C:4]([C:15]([F:21])([F:20])[C:16]([F:19])([F:18])[F:17])[N:3]=2)[CH2:37][CH2:36]1)=[O:34])(=[O:30])=[O:31])[C:23]1[CH:24]=[CH:25][CH:26]=[CH:27][CH:28]=1. (5) Given the reactants CC1(C)[O:6][C@@H:5]([CH2:7][NH:8][C:9]([C:11]2[CH:12]=[N:13][N:14]3[CH:19]=[CH:18][C:17]([N:20]4[CH2:24][CH2:23][CH2:22][C@@H:21]4[C:25]4[C:26]([O:32][CH3:33])=[N:27][CH:28]=[C:29]([F:31])[CH:30]=4)=[N:16][C:15]=23)=[O:10])[CH2:4][O:3]1.Cl, predict the reaction product. The product is: [OH:6][C@H:5]([CH2:4][OH:3])[CH2:7][NH:8][C:9]([C:11]1[CH:12]=[N:13][N:14]2[CH:19]=[CH:18][C:17]([N:20]3[CH2:24][CH2:23][CH2:22][C@@H:21]3[C:25]3[C:26]([O:32][CH3:33])=[N:27][CH:28]=[C:29]([F:31])[CH:30]=3)=[N:16][C:15]=12)=[O:10]. (6) Given the reactants C(OC(=O)[NH:7][C@H:8]1[CH2:13][CH2:12][C@@H:11]([N:14]2[CH:18]=[N:17][CH:16]=[N:15]2)[CH2:10][CH2:9]1)(C)(C)C.[F:20][C:21]([F:26])([F:25])[C:22]([OH:24])=[O:23], predict the reaction product. The product is: [F:20][C:21]([F:26])([F:25])[C:22]([OH:24])=[O:23].[N:14]1([C@@H:11]2[CH2:10][CH2:9][C@H:8]([NH2:7])[CH2:13][CH2:12]2)[CH:18]=[N:17][CH:16]=[N:15]1.[C:22]([OH:24])([C:21]([F:26])([F:25])[F:20])=[O:23]. (7) Given the reactants Cl[C:2]1[C:7]([N+:8]([O-:10])=[O:9])=[CH:6][C:5]([N+:11]([O-])=O)=[CH:4][N:3]=1.[C:14](N)(=[S:20])[C:15]([O:17][CH2:18][CH3:19])=[O:16].S1(CCCC1)(=O)=O.O, predict the reaction product. The product is: [N+:8]([C:7]1[CH:6]=[C:5]2[N:11]=[C:14]([C:15]([O:17][CH2:18][CH3:19])=[O:16])[S:20][C:4]2=[N:3][CH:2]=1)([O-:10])=[O:9]. (8) Given the reactants [CH3:1][C:2]1[CH:11]=[CH:10][C:5]([C:6]([O:8]C)=[O:7])=[CH:4][C:3]=1[C:12]1[CH:17]=[C:16]([N:18]2[CH2:23][CH2:22][O:21][CH2:20][CH2:19]2)[N:15]([CH3:24])[C:14](=[O:25])[CH:13]=1.C1COCC1.[OH-].[Li+].Cl, predict the reaction product. The product is: [CH3:1][C:2]1[CH:11]=[CH:10][C:5]([C:6]([OH:8])=[O:7])=[CH:4][C:3]=1[C:12]1[CH:17]=[C:16]([N:18]2[CH2:19][CH2:20][O:21][CH2:22][CH2:23]2)[N:15]([CH3:24])[C:14](=[O:25])[CH:13]=1. (9) Given the reactants C(N(CC(O)=O)CC(O)=O)CN(CC(O)=O)CC(O)=O.CC(C[C@H](NC(C)=O)C(N[C@H](C(N[C@H:37]([C:45]([OH:47])=[O:46])[CH2:38][CH2:39][CH2:40]N=C(N)N)=O)CC(C)C)=O)C.CCC(CO[C:59](C(N(CC[NH+](C)C)C)=O)([C:66]1[CH:71]=[CH:70][CH:69]=[CH:68][CH:67]=1)[C:60]1C=C[CH:63]=[CH:62][CH:61]=1)CC.[Cl-].[C@@H]1(N2C3N=CN=C(N)C=3N=C2)O[C@H](COP(OP(OCC([C@H](C(NCCC(NCCS)=O)=O)O)(C)C)(O)=O)(O)=O)[C@@H](OP(O)(O)=O)[C@H]1O.P(OC[C@H]1O[C@@H](N2C3N=CN=C(N)C=3N=C2)[C@H](O)[C@@H]1O)(OP(OP(O)(O)=O)(O)=O)(=O)O.CCCCCCCCCCCCOS([O-])(=O)=O.[Na+], predict the reaction product. The product is: [C:45]([OH:47])(=[O:46])[CH2:37][CH2:38][CH2:39][CH2:40][CH2:71][CH2:70][CH2:69][CH2:68][CH2:67][CH2:66][CH2:59][CH2:60][CH2:61][CH2:62][CH3:63].